This data is from Full USPTO retrosynthesis dataset with 1.9M reactions from patents (1976-2016). The task is: Predict the reactants needed to synthesize the given product. (1) Given the product [NH:1]1[C:9]2[C:4](=[CH:5][CH:6]=[CH:7][CH:8]=2)[C:3]([CH:14]2[CH2:15][CH2:16][CH:11]([CH3:10])[CH2:12][C:13]2=[O:17])=[CH:2]1, predict the reactants needed to synthesize it. The reactants are: [NH:1]1[C:9]2[C:4](=[CH:5][CH:6]=[CH:7][CH:8]=2)[CH:3]=[CH:2]1.[CH3:10][CH:11]1[CH2:16][CH2:15][CH2:14][C:13](=[O:17])[CH2:12]1.C[Si](C)(C)[N-][Si](C)(C)C.[Li+].Cl. (2) The reactants are: [Cl:1][C:2]1[CH:31]=[C:30]([Cl:32])[CH:29]=[CH:28][C:3]=1[O:4][C:5]1[CH:10]=[CH:9][CH:8]=[CH:7][C:6]=1[NH:11][S:12]([C:15]1[CH:27]=[CH:26][C:18]([C:19]([NH:21][CH2:22][C:23](O)=[O:24])=[O:20])=[CH:17][CH:16]=1)(=[O:14])=[O:13].[CH3:33][CH:34]1[CH2:39][CH2:38][CH2:37][CH2:36][N:35]1[CH2:40][CH2:41][CH2:42][NH2:43]. Given the product [Cl:1][C:2]1[CH:31]=[C:30]([Cl:32])[CH:29]=[CH:28][C:3]=1[O:4][C:5]1[CH:10]=[CH:9][CH:8]=[CH:7][C:6]=1[NH:11][S:12]([C:15]1[CH:16]=[CH:17][C:18]([C:19]([NH:21][CH2:22][C:23](=[O:24])[NH:43][CH2:42][CH2:41][CH2:40][N:35]2[CH2:36][CH2:37][CH2:38][CH2:39][CH:34]2[CH3:33])=[O:20])=[CH:26][CH:27]=1)(=[O:14])=[O:13], predict the reactants needed to synthesize it. (3) Given the product [Cl:1][C:2]1[CH:3]=[CH:4][C:5]([CH2:6][C:7]23[CH2:19][CH2:18][C:17](=[O:20])[C:16]([C:21]4[CH:26]=[CH:25][C:24]([OH:27])=[CH:23][CH:22]=4)=[C:15]2[C:14]2[C:9](=[CH:10][C:11]([O:31][CH3:32])=[CH:12][CH:13]=2)[CH2:8]3)=[CH:33][CH:34]=1, predict the reactants needed to synthesize it. The reactants are: [Cl:1][C:2]1[CH:34]=[CH:33][C:5]([CH2:6][C:7]23[CH2:19][CH2:18][C:17](=[O:20])[C:16]([C:21]4[CH:26]=[CH:25][C:24]([O:27]COC)=[CH:23][CH:22]=4)=[C:15]2[C:14]2[C:9](=[CH:10][C:11]([O:31][CH3:32])=[CH:12][CH:13]=2)[CH2:8]3)=[CH:4][CH:3]=1.Cl. (4) Given the product [NH2:1][C:2]1[CH:15]=[CH:14][C:5]([O:6][C:7]2[CH:12]=[CH:11][N:10]=[C:9]([NH:13][C:18]([N:28]3[CH2:31][CH2:30][CH2:29]3)=[O:19])[CH:8]=2)=[CH:4][C:3]=1[Cl:16], predict the reactants needed to synthesize it. The reactants are: [NH2:1][C:2]1[CH:15]=[CH:14][C:5]([O:6][C:7]2[CH:12]=[CH:11][N:10]=[C:9]([NH2:13])[CH:8]=2)=[CH:4][C:3]=1[Cl:16].Cl[C:18](OC1C=CC=CC=1)=[O:19].Cl.[NH:28]1[CH2:31][CH2:30][CH2:29]1.C(=O)([O-])O.[Na+]. (5) Given the product [CH3:1][O:2][C:3](=[O:36])[CH2:4][C:5]1[CH:6]=[C:7]([C:12]2[CH:17]=[CH:16][C:15]([C:18]([F:20])([F:21])[F:19])=[CH:14][C:13]=2[CH2:22][N:23]2[C@@H:27]([CH3:28])[C@@H:26]([C:29]3[CH:34]=[CH:33][CH:32]=[CH:31][CH:30]=3)[O:25][C:24]2=[O:35])[C:8]([O:11][S:50]([C:53]([F:56])([F:55])[F:54])(=[O:52])=[O:51])=[CH:9][CH:10]=1, predict the reactants needed to synthesize it. The reactants are: [CH3:1][O:2][C:3](=[O:36])[CH2:4][C:5]1[CH:6]=[C:7]([C:12]2[CH:17]=[CH:16][C:15]([C:18]([F:21])([F:20])[F:19])=[CH:14][C:13]=2[CH2:22][N:23]2[C@@H:27]([CH3:28])[C@@H:26]([C:29]3[CH:34]=[CH:33][CH:32]=[CH:31][CH:30]=3)[O:25][C:24]2=[O:35])[C:8]([OH:11])=[CH:9][CH:10]=1.C(=O)([O-])[O-].[Cs+].[Cs+].C1C=CC(N([S:50]([C:53]([F:56])([F:55])[F:54])(=[O:52])=[O:51])[S:50]([C:53]([F:56])([F:55])[F:54])(=[O:52])=[O:51])=CC=1.CCOC(C)=O.